From a dataset of Forward reaction prediction with 1.9M reactions from USPTO patents (1976-2016). Predict the product of the given reaction. (1) Given the reactants [Br:1][C:2]1[CH:7]=[CH:6][N:5]=[C:4]2[N:8]([S:15]([C:18]3[CH:23]=[CH:22][CH:21]=[CH:20][CH:19]=3)(=[O:17])=[O:16])[C:9]([C:11](O)([CH3:13])[CH3:12])=[CH:10][C:3]=12.C(=O)([O-])O.[Na+], predict the reaction product. The product is: [Br:1][C:2]1[CH:7]=[CH:6][N:5]=[C:4]2[N:8]([S:15]([C:18]3[CH:19]=[CH:20][CH:21]=[CH:22][CH:23]=3)(=[O:17])=[O:16])[C:9]([C:11]([CH3:13])=[CH2:12])=[CH:10][C:3]=12. (2) The product is: [C:24]([C:18]1[C:17](=[O:16])[C:10]2[CH:11]=[C:7]([CH2:6][CH2:5][CH2:4][C:3]([O:2][CH3:1])=[O:13])[S:8][C:9]=2[NH:12][CH:19]=1)#[N:25]. Given the reactants [CH3:1][O:2][C:3](=[O:13])[CH2:4][CH2:5][CH2:6][C:7]1[S:8][C:9]([NH2:12])=[CH:10][CH:11]=1.C([O:16][CH:17]=[C:18]([C:24]#[N:25])[C:19](OCC)=O)C, predict the reaction product. (3) Given the reactants [CH3:1][C:2]1[C:6]([S:7]([NH2:10])(=[O:9])=[O:8])=[C:5]([CH3:11])[O:4][N:3]=1.[Cl:12][C:13]1[CH:41]=[CH:40][C:16]([CH2:17][O:18][C:19]2[CH:24]=[CH:23][CH:22]=[CH:21][C:20]=2[C:25]2[N:26]([C:31]3[CH:32]=[C:33]([CH:37]=[CH:38][CH:39]=3)[C:34](O)=[O:35])[C:27]([CH3:30])=[CH:28][CH:29]=2)=[CH:15][CH:14]=1.C(C1NC=CN=1)(C1NC=CN=1)=O.C(N(C(C)C)CC)(C)C, predict the reaction product. The product is: [Cl:12][C:13]1[CH:41]=[CH:40][C:16]([CH2:17][O:18][C:19]2[CH:24]=[CH:23][CH:22]=[CH:21][C:20]=2[C:25]2[N:26]([C:31]3[CH:32]=[C:33]([CH:37]=[CH:38][CH:39]=3)[C:34]([NH:10][S:7]([C:6]3[C:2]([CH3:1])=[N:3][O:4][C:5]=3[CH3:11])(=[O:9])=[O:8])=[O:35])[C:27]([CH3:30])=[CH:28][CH:29]=2)=[CH:15][CH:14]=1. (4) Given the reactants Br[C:2]1[CH:7]=[CH:6][C:5]([O:8][C:9]([F:12])([F:11])[F:10])=[CH:4][CH:3]=1.[C:13]([Cu])#[N:14], predict the reaction product. The product is: [F:10][C:9]([F:12])([F:11])[O:8][C:5]1[CH:6]=[CH:7][C:2]([C:13]#[N:14])=[CH:3][CH:4]=1. (5) The product is: [N+:9]([C:4]1[CH:5]=[CH:6][C:7]([N:19]2[CH:23]=[N:22][CH:21]=[N:20]2)=[C:2]([F:1])[CH:3]=1)([O-:11])=[O:10]. Given the reactants [F:1][C:2]1[CH:3]=[C:4]([N+:9]([O-:11])=[O:10])[CH:5]=[CH:6][C:7]=1F.P([O-])([O-])(O)=O.[K+].[K+].[NH:19]1[CH:23]=[N:22][CH:21]=[N:20]1.O, predict the reaction product. (6) Given the reactants [CH3:1][O:2][C:3]1[CH:8]=[CH:7][C:6]([CH:9]2[CH2:15][O:14][CH2:13][CH2:12][O:11][CH2:10]2)=[CH:5][C:4]=1[N+:16]([O-])=O.COC1C2[N:27]=[C:28](N)[S:29]C=2C(OC2C=CC=CC=2)=CC=1, predict the reaction product. The product is: [O:14]1[CH2:15][CH:9]([C:6]2[C:5]3[S:29][C:28]([NH2:27])=[N:16][C:4]=3[C:3]([O:2][CH3:1])=[CH:8][CH:7]=2)[CH2:10][O:11][CH2:12][CH2:13]1.